Dataset: Reaction yield outcomes from USPTO patents with 853,638 reactions. Task: Predict the reaction yield, written as a fraction of the theoretical maximum amount of product (1.0 means a 100% yield; for example, 0.34 means a 34% yield). The reactants are [C:1]([CH2:3][CH2:4][C:5]([CH2:16][CH2:17][C:18]#[N:19])([C:11]([O:13]CC)=[O:12])[C:6]([O:8]CC)=[O:7])#[N:2].C[N+](C)(C)C.[OH-].Cl. No catalyst specified. The product is [C:18]([CH2:17][CH2:16][C:5]([CH2:4][CH2:3][C:1]#[N:2])([C:11]([OH:13])=[O:12])[C:6]([OH:8])=[O:7])#[N:19]. The yield is 0.158.